Task: Predict the product of the given reaction.. Dataset: Forward reaction prediction with 1.9M reactions from USPTO patents (1976-2016) (1) Given the reactants [NH:1]1[CH2:6][CH2:5][CH2:4][CH:3]([C:7]2[C:11]3=[C:12]4[CH:18]=[CH:17][NH:16][C:13]4=[N:14][CH:15]=[C:10]3[NH:9][N:8]=2)[CH2:2]1.Cl[C:20]1[CH:25]=[CH:24][C:23]([C:26]([F:29])([F:28])[F:27])=[CH:22][N:21]=1.CCN(C(C)C)C(C)C, predict the reaction product. The product is: [F:27][C:26]([F:29])([F:28])[C:23]1[CH:24]=[CH:25][C:20]([N:1]2[CH2:6][CH2:5][CH2:4][CH:3]([C:7]3[C:11]4=[C:12]5[CH:18]=[CH:17][NH:16][C:13]5=[N:14][CH:15]=[C:10]4[NH:9][N:8]=3)[CH2:2]2)=[N:21][CH:22]=1. (2) Given the reactants [C:1]([O:5][C:6]([NH:8][C@@H:9]([CH2:13][O:14][CH2:15][CH3:16])[C:10](O)=[O:11])=[O:7])([CH3:4])([CH3:3])[CH3:2].ClC(OCC(C)C)=O.CN1CCOCC1.[BH4-].[Na+], predict the reaction product. The product is: [CH2:15]([O:14][CH2:13][C@H:9]([NH:8][C:6](=[O:7])[O:5][C:1]([CH3:4])([CH3:3])[CH3:2])[CH2:10][OH:11])[CH3:16]. (3) The product is: [Br:8][C:5]1[CH:6]=[CH:7][C:2]([C:22]#[C:21][CH2:20][NH:19][C:9](=[O:10])[O:11][CH2:12][C:13]2[CH:18]=[CH:17][CH:16]=[CH:15][CH:14]=2)=[N:3][CH:4]=1. Given the reactants Br[C:2]1[CH:7]=[CH:6][C:5]([Br:8])=[CH:4][N:3]=1.[C:9]([NH:19][CH2:20][C:21]#[CH:22])([O:11][CH2:12][C:13]1[CH:18]=[CH:17][CH:16]=[CH:15][CH:14]=1)=[O:10], predict the reaction product. (4) Given the reactants Cl.Cl.[Cl:3][C:4]1[C:12]2[NH:11][N:10]=[CH:9][C:8]=2[C:7]2[CH2:13][N:14]([CH2:23][C:24]3[CH:29]=[CH:28][N:27]=[CH:26][CH:25]=3)[C:15](=[O:22])[C@H:16]([CH2:18][C:19](O)=[O:20])[CH2:17][C:6]=2[CH:5]=1.[C:30]1([C:36]2[NH:37][C:38](=[O:47])[N:39]([CH:41]3[CH2:46][CH2:45][NH:44][CH2:43][CH2:42]3)[CH:40]=2)[CH:35]=[CH:34][CH:33]=[CH:32][CH:31]=1.ClC1C2NN=CC=2C2CN(CC(C)(C)C)C(=O)[C@H](CC(=O)N3CCC(N4CC5C(=CC=CC=5)NC4=O)CC3)CC=2C=1, predict the reaction product. The product is: [Cl:3][C:4]1[C:12]2[NH:11][N:10]=[CH:9][C:8]=2[C:7]2[CH2:13][N:14]([CH2:23][C:24]3[CH:25]=[CH:26][N:27]=[CH:28][CH:29]=3)[C:15](=[O:22])[C@H:16]([CH2:18][C:19](=[O:20])[N:44]3[CH2:43][CH2:42][CH:41]([N:39]4[CH:40]=[C:36]([C:30]5[CH:31]=[CH:32][CH:33]=[CH:34][CH:35]=5)[NH:37][C:38]4=[O:47])[CH2:46][CH2:45]3)[CH2:17][C:6]=2[CH:5]=1. (5) Given the reactants [C:1]([N:8]1[CH2:13][CH2:12][C:11](=O)[CH2:10][CH2:9]1)([O:3][C:4]([CH3:7])([CH3:6])[CH3:5])=[O:2].[NH2:15][C:16]1[CH:21]=[CH:20][C:19]([CH3:22])=[CH:18][CH:17]=1, predict the reaction product. The product is: [C:4]([O:3][C:1]([N:8]1[CH2:13][CH2:12][CH:11]([NH:15][C:16]2[CH:21]=[CH:20][C:19]([CH3:22])=[CH:18][CH:17]=2)[CH2:10][CH2:9]1)=[O:2])([CH3:7])([CH3:6])[CH3:5].